This data is from Forward reaction prediction with 1.9M reactions from USPTO patents (1976-2016). The task is: Predict the product of the given reaction. (1) Given the reactants [OH:1][CH:2]1[CH:8]([OH:9])[CH:7]([CH2:10][C:11]2[CH:16]=[CH:15][C:14]([OH:17])=[CH:13][CH:12]=2)[NH:6][C:5](=[O:18])[NH:4][CH:3]1[CH2:19][C:20]1[CH:25]=[CH:24][C:23]([OH:26])=[CH:22][CH:21]=1.CO[C:29](OC)([CH3:31])[CH3:30], predict the reaction product. The product is: [OH:26][C:23]1[CH:22]=[CH:21][C:20]([CH2:19][CH:3]2[NH:4][C:5](=[O:18])[NH:6][CH:7]([CH2:10][C:11]3[CH:12]=[CH:13][C:14]([OH:17])=[CH:15][CH:16]=3)[CH:8]3[CH:2]2[O:1][C:29]([CH3:31])([CH3:30])[O:9]3)=[CH:25][CH:24]=1. (2) Given the reactants [N:1]1([C:13]([O:15][C:16]([CH3:19])([CH3:18])[CH3:17])=[O:14])[CH2:6][CH2:5][CH:4]([CH:7]2[CH2:12][CH2:11][NH:10][CH2:9][CH2:8]2)[CH2:3][CH2:2]1.Br[C:21]1[CH:30]=[CH:29][C:24]([C:25]([O:27][CH3:28])=[O:26])=[CH:23][CH:22]=1.C(=O)([O-])[O-].[Cs+].[Cs+].CN1C(=O)CCC1, predict the reaction product. The product is: [C:16]([O:15][C:13]([N:1]1[CH2:6][CH2:5][CH:4]([CH:7]2[CH2:12][CH2:11][N:10]([C:21]3[CH:30]=[CH:29][C:24]([C:25]([O:27][CH3:28])=[O:26])=[CH:23][CH:22]=3)[CH2:9][CH2:8]2)[CH2:3][CH2:2]1)=[O:14])([CH3:19])([CH3:18])[CH3:17]. (3) Given the reactants [CH3:1][C@H:2]1[NH:7][C@@H:6]([CH3:8])[CH2:5][N:4]([C:9]2[CH:14]=[C:13]([N+:15]([O-])=O)[CH:12]=[CH:11][C:10]=2[O:18][CH3:19])[CH2:3]1, predict the reaction product. The product is: [CH3:1][C@H:2]1[NH:7][C@@H:6]([CH3:8])[CH2:5][N:4]([C:9]2[CH:14]=[C:13]([CH:12]=[CH:11][C:10]=2[O:18][CH3:19])[NH2:15])[CH2:3]1. (4) Given the reactants [Cl:1][C:2]1[C:3]([O:12][C:13]2[CH:18]=[C:17]([O:19][CH2:20][CH2:21][O:22][CH3:23])[CH:16]=[CH:15][C:14]=2[CH2:24][C:25]([CH3:38])([CH3:37])[C:26]([NH:28][S:29]([CH2:32][CH2:33][CH2:34][CH2:35][CH3:36])(=[O:31])=[O:30])=[O:27])=[N:4][CH:5]=[C:6]([C:8]([F:11])([F:10])[F:9])[CH:7]=1.[OH-].[Na+:40], predict the reaction product. The product is: [Cl:1][C:2]1[C:3]([O:12][C:13]2[CH:18]=[C:17]([O:19][CH2:20][CH2:21][O:22][CH3:23])[CH:16]=[CH:15][C:14]=2[CH2:24][C:25]([CH3:37])([CH3:38])[C:26]([N-:28][S:29]([CH2:32][CH2:33][CH2:34][CH2:35][CH3:36])(=[O:31])=[O:30])=[O:27])=[N:4][CH:5]=[C:6]([C:8]([F:10])([F:9])[F:11])[CH:7]=1.[Na+:40]. (5) The product is: [Si:25]([O:24][C:18]1[CH:17]=[C:16]2[C:21]([CH:22]=[CH:23][C:6]([C:7]([O:38][CH3:37])=[O:36])=[CH:15]2)=[CH:20][CH:19]=1)([C:28]([CH3:31])([CH3:30])[CH3:29])([CH3:26])[CH3:27]. Given the reactants CCN([CH2:6][CH3:7])CC.FC(F)(F)S(OC1[CH:23]=[CH:22][C:21]2[C:16](=[CH:17][C:18]([O:24][Si:25]([C:28]([CH3:31])([CH3:30])[CH3:29])([CH3:27])[CH3:26])=[CH:19][CH:20]=2)[CH:15]=1)(=O)=O.[C]=O.[OH2:36].[CH3:37][OH:38], predict the reaction product. (6) Given the reactants S(Cl)([Cl:3])=O.[ClH:5].Cl.[NH2:7][CH:8]([CH2:12][C:13]1[CH:14]=[C:15]2[C:20](=[CH:21][CH:22]=1)[C:19]([NH2:23])=[N:18][CH:17]=[CH:16]2)[C:9]([OH:11])=[O:10].[CH3:24]O, predict the reaction product. The product is: [ClH:3].[ClH:5].[CH3:24][O:10][C:9](=[O:11])[CH:8]([NH2:7])[CH2:12][C:13]1[CH:14]=[C:15]2[C:20](=[CH:21][CH:22]=1)[C:19]([NH2:23])=[N:18][CH:17]=[CH:16]2. (7) Given the reactants [C:1]12([CH2:11][NH:12][C:13]([C:15]3[N:20]4[CH:21]=[C:22]([CH2:24][CH2:25][N:26]5C(=O)C6C(=CC=CC=6)C5=O)[N:23]=[C:19]4[CH:18]=[CH:17][CH:16]=3)=[O:14])[CH2:10][CH:5]3[CH2:6][CH:7]([CH2:9][CH:3]([CH2:4]3)[CH2:2]1)[CH2:8]2.NN, predict the reaction product. The product is: [C:1]12([CH2:11][NH:12][C:13]([C:15]3[N:20]4[CH:21]=[C:22]([CH2:24][CH2:25][NH2:26])[N:23]=[C:19]4[CH:18]=[CH:17][CH:16]=3)=[O:14])[CH2:8][CH:7]3[CH2:9][CH:3]([CH2:4][CH:5]([CH2:6]3)[CH2:10]1)[CH2:2]2. (8) The product is: [C:1]1([NH:7][C:8]([C:10]2([CH2:23][CH2:24][CH2:25][CH2:26][N:31]3[CH2:32][CH2:33][N:28]([C:34]4[CH:43]=[CH:42][C:41]5[C:36](=[CH:37][CH:38]=[CH:39][CH:40]=5)[N:35]=4)[CH2:29][CH2:30]3)[C:22]3[CH:21]=[CH:20][CH:19]=[CH:18][C:17]=3[C:16]3[C:11]2=[CH:12][CH:13]=[CH:14][CH:15]=3)=[O:9])[CH:6]=[CH:5][CH:4]=[CH:3][CH:2]=1. Given the reactants [C:1]1([NH:7][C:8]([C:10]2([CH2:23][CH2:24][CH2:25][CH2:26]Br)[C:22]3[CH:21]=[CH:20][CH:19]=[CH:18][C:17]=3[C:16]3[C:11]2=[CH:12][CH:13]=[CH:14][CH:15]=3)=[O:9])[CH:6]=[CH:5][CH:4]=[CH:3][CH:2]=1.[N:28]1([C:34]2[CH:43]=[CH:42][C:41]3[C:36](=[CH:37][CH:38]=[CH:39][CH:40]=3)[N:35]=2)[CH2:33][CH2:32][NH:31][CH2:30][CH2:29]1, predict the reaction product. (9) Given the reactants [CH2:1]([O:8][C:9]1[C:14](=[O:15])[CH:13]=[C:12]([CH2:16]OS(C)(=O)=O)[O:11][C:10]=1[C:22]([O:24][CH3:25])=[O:23])[C:2]1[CH:7]=[CH:6][CH:5]=[CH:4][CH:3]=1.[Na+].[Br-:27].O, predict the reaction product. The product is: [CH2:1]([O:8][C:9]1[C:14](=[O:15])[CH:13]=[C:12]([CH2:16][Br:27])[O:11][C:10]=1[C:22]([O:24][CH3:25])=[O:23])[C:2]1[CH:7]=[CH:6][CH:5]=[CH:4][CH:3]=1. (10) Given the reactants [Br:1][C:2]1[CH:7]=[CH:6][C:5]([C:8]2[C:9]([C:13]([O:15]C)=[O:14])=[CH:10][O:11][CH:12]=2)=[CH:4][CH:3]=1.O[Li].O.O1CCOCC1, predict the reaction product. The product is: [Br:1][C:2]1[CH:7]=[CH:6][C:5]([C:8]2[C:9]([C:13]([OH:15])=[O:14])=[CH:10][O:11][CH:12]=2)=[CH:4][CH:3]=1.